This data is from Experimentally validated miRNA-target interactions with 360,000+ pairs, plus equal number of negative samples. The task is: Binary Classification. Given a miRNA mature sequence and a target amino acid sequence, predict their likelihood of interaction. (1) The protein sequence of the target gene is MQVSRVLAALCGMLLCASGLFAASGDFCDSSLCLNGGTCLTGQDNDIYCLCPEGFTGLVCNETERGPCSPNPCYNDAKCLVTLDTQRGDIFTEYICQCPVGYSGIHCETETNYYNLDGEYMFTTAVPNTAVPTPAPTPDLSNNLASRCSTQLGMEGGAIADSQISASSVYMGFMGLQRWGPELARLYRTGIVNAWTASNYDSKPWIQVNLLRKMRVSGVMTQGASRAGRAEYLKTFKVAYSLDGRKFEFIQDESGGDKEFLGNLDNNSLKVNMFNPTLEAQYIKLYPVSCHRGCTLRFEL.... Result: 0 (no interaction). The miRNA is hsa-miR-646 with sequence AAGCAGCUGCCUCUGAGGC. (2) The miRNA is hsa-miR-494-3p with sequence UGAAACAUACACGGGAAACCUC. The protein sequence of the target gene is MTTALEPEDQKGLLIIKAEDHYWGQDSSSQKCSPHRRELYRQHFRKLCYQDAPGPREALTQLWELCRQWLRPECHTKEQILDLLVLEQFLSILPKDLQAWVRAHHPETGEEAVTVLEDLERELDEPGKQVPGNSERRDILMDKLAPLGRPYESLTVQLHPKKTQLEQEAGKPQRNGDKTRTKNEELFQKEDMPKDKEFLGEINDRLNKDTPQHPKSKDIIENEGRSEWQQRERRRYKCDECGKSFSHSSDLSKHRRTHTGEKPYKCDECGKAFIQRSHLIGHHRVHTGVKPYKCKECGKD.... Result: 1 (interaction). (3) The miRNA is hsa-miR-3914 with sequence AAGGAACCAGAAAAUGAGAAGU. The protein sequence of the target gene is MAPRLCSISVTARRLLGGPGPRAGDVASAAAARFYSKDNEGSWFRSLFVHKVDPRKDAHSTLLSKKETSNLYKIQFHNVKPEYLDAYNSLTEAVLPKLHLDEDYPCSLVGNWNTWYGEQDQAVHLWRFSGGYPALMDCMNKLKNNKEYLEFRRERSQMLLSRRNQLLLEFSFWNEPQPRMGPNIYELRTYKLKPGTMIEWGNNWARAIKYRQENQEAVGGFFSQIGELYVVHHLWAYKDLQSREETRNAAWRKRGWDENVYYTVPLVRHMESRIMIPLKISPLQ. Result: 0 (no interaction). (4) The miRNA is mmu-miR-181a-5p with sequence AACAUUCAACGCUGUCGGUGAGU. The protein sequence of the target gene is MPSLWDRFSSSSSSSSSSRTPAADRPPRSAWGSAAREEGLDRCASLESSDCESLDSSNSGFGPEEDSSYLDGVSLPDFELLSDPEDEHLCANLMQLLQESLSQARLGSRRPARLLMPSQLVSQVGKELLRLAYSEPCGLRGALLDVCVEQGKSCHSVAQLALDPSLVPTFQLTLVLRLDSRLWPKIQGLLSSANSSLVPGYSQSLTLSTGFRVIKKKLYSSEQLLIEEC. Result: 1 (interaction). (5) The protein sequence of the target gene is MVMAAKKGPGPGGGVGGSKAEAEAASEVWCRRVRELGGCSQAGNRHCFECAQRGVTYVDITVGSFVCTTCSGLLRGLNPPHRVKSISMTTFTEPEVLFLQSRGNEVCRKIWLGLFDARTSLIPDSRDPQKVKEFLQEKYEKKRWYVPPEQVKGPSYSKGSVSATPVQGSVPEGKPIRTLLGDPVPSLSDPASTSSQPGSQSQARSSSQARSSQPPSHSSTKKASTDLLADIGGDPFAAPQVVPAFASFPGFGVGQTPAHGGFANFDAFSSSPSSSTFGSLPPSVQAPFQAQPTPAGSGQM.... Result: 0 (no interaction). The miRNA is hsa-miR-6809-3p with sequence CUUCUCUUCUCUCCUUCCCAG. (6) The miRNA is mmu-miR-155-5p with sequence UUAAUGCUAAUUGUGAUAGGGGU. The protein sequence of the target gene is MAADDKVAILTDDEEEQKRKYVLADPFNGICREPEPPSNETPSSTETSAIPEEEIDWIEKHCVKVNNDLLISKVFYFFFYSAYGSLYPLLPVYYKQLGMSPSQSGLLVGIRYFIEFCSAPFWGVVADRFRKGKIVLLFSLLCWVLFNLGIGFVKPATLRCLPKIPPTAHPTNVSHPVTVLPMNSSTVAFFSTPPKLLQKRDVQLSETEPNISDIDLVSTALTLTSEPTRRPQTEAITHPVTGLILNTSTVTLPPTGNVTRETTIAVVTTTKSLPSDQVTLVYDQQEVEAIFLIILVVVII.... Result: 1 (interaction). (7) The miRNA is hsa-miR-5582-5p with sequence UAGGCACACUUAAAGUUAUAGC. The protein sequence of the target gene is MWWFGGNPSPSDYPNAAIPNFNMHAFVIFSVFLIPLIAYILILPGVRRKRVVTTVTYVLMLAVGGALIASLIYPCWASGSQMIYTQFRGHSNERILAKIGVEIGLQKVNVTLKFERLLSSNDVLPGSDMTELYYNEGFDISGISSMAEALHHGLENGLPYPMLSVLEYFSLNQDSFDWGRHYRVAGHYTHAAIWFAFACWCLSVVLMLFLPHNAYKSILATGISCLIACLVYLLLSPCELRIAFTGENFERVDLTATFSFCFYLIFAIGILCVLCGLGLGICEHWRIYTLSTFLDASLDE.... Result: 0 (no interaction).